Dataset: Forward reaction prediction with 1.9M reactions from USPTO patents (1976-2016). Task: Predict the product of the given reaction. (1) Given the reactants [CH2:1]([S:4]([C:7]1[CH:15]=[CH:14][C:13]([NH:16][S:17]([C:20]2[S:21][CH:22]=[CH:23][CH:24]=2)(=[O:19])=[O:18])=[C:12]2[C:8]=1[CH:9]=[C:10]([C:25]([O:27]CC)=[O:26])[NH:11]2)(=[O:6])=[O:5])[CH2:2][CH3:3].CO.[OH-].[K+].C(O)(=O)CC(CC(O)=O)(C(O)=O)O, predict the reaction product. The product is: [CH2:1]([S:4]([C:7]1[CH:15]=[CH:14][C:13]([NH:16][S:17]([C:20]2[S:21][CH:22]=[CH:23][CH:24]=2)(=[O:19])=[O:18])=[C:12]2[C:8]=1[CH:9]=[C:10]([C:25]([OH:27])=[O:26])[NH:11]2)(=[O:5])=[O:6])[CH2:2][CH3:3]. (2) Given the reactants [CH3:1][O:2][C:3](=[O:33])[CH2:4][CH2:5][C:6]([C:11]1[CH:20]=[CH:19][C:18]2[C:13](=[CH:14][CH:15]=[C:16]([O:22][C@H:23]3[CH2:28][CH2:27][C@H:26]([C:29]([F:32])([F:31])[F:30])[CH2:25][CH2:24]3)[C:17]=2[I:21])[CH:12]=1)([N+:8]([O-:10])=[O:9])[CH3:7].[N+](C(C1C=CC2C(=CC=C(O[C@H]3CC[C@@H](C(F)(F)F)CC3)C=2)C=1)(C)CCC(O)=O)([O-])=O, predict the reaction product. The product is: [CH3:1][O:2][C:3](=[O:33])[CH2:4][CH2:5][C:6]([C:11]1[CH:20]=[CH:19][C:18]2[C:13](=[CH:14][CH:15]=[C:16]([O:22][C@H:23]3[CH2:28][CH2:27][C@@H:26]([C:29]([F:32])([F:30])[F:31])[CH2:25][CH2:24]3)[C:17]=2[I:21])[CH:12]=1)([N+:8]([O-:10])=[O:9])[CH3:7]. (3) Given the reactants C(O[C:6](=O)[N:7]([CH2:9][CH:10]([O:39][Si](C(C)(C)C)(C)C)[CH2:11][O:12][C:13]1[CH:18]=[CH:17][CH:16]=[C:15]([C:19]2[N:24]=[C:23]([N:25]([CH3:32])[CH:26]3[CH2:31][CH2:30][O:29][CH2:28][CH2:27]3)[CH:22]=[C:21]([C:33]3[CH:38]=[CH:37][N:36]=[CH:35][CH:34]=3)[N:20]=2)[CH:14]=1)C)(C)(C)C.Cl, predict the reaction product. The product is: [CH3:6][NH:7][CH2:9][CH:10]([OH:39])[CH2:11][O:12][C:13]1[CH:18]=[CH:17][CH:16]=[C:15]([C:19]2[N:24]=[C:23]([N:25]([CH3:32])[CH:26]3[CH2:27][CH2:28][O:29][CH2:30][CH2:31]3)[CH:22]=[C:21]([C:33]3[CH:38]=[CH:37][N:36]=[CH:35][CH:34]=3)[N:20]=2)[CH:14]=1. (4) Given the reactants [Cl:1][C:2]1[CH:7]=[CH:6][CH:5]=[C:4]([Cl:8])[C:3]=1[S:9](Cl)(=[O:11])=[O:10].[NH3:13], predict the reaction product. The product is: [Cl:1][C:2]1[CH:7]=[CH:6][CH:5]=[C:4]([Cl:8])[C:3]=1[S:9]([NH2:13])(=[O:11])=[O:10]. (5) The product is: [C:1]([O:5][C:6]([NH:8][C@H:9]1[CH2:14][CH2:13][C@H:12]([N:15]([CH2:28][CH3:29])[C:16]2[C:17]([CH3:27])=[C:18]([CH:23]=[C:24]([Cl:26])[CH:25]=2)[C:19]([O:21][CH3:22])=[O:20])[CH2:11][CH2:10]1)=[O:7])([CH3:4])([CH3:3])[CH3:2]. Given the reactants [C:1]([O:5][C:6]([NH:8][C@H:9]1[CH2:14][CH2:13][C@H:12]([NH:15][C:16]2[C:17]([CH3:27])=[C:18]([CH:23]=[C:24]([Cl:26])[CH:25]=2)[C:19]([O:21][CH3:22])=[O:20])[CH2:11][CH2:10]1)=[O:7])([CH3:4])([CH3:3])[CH3:2].[CH:28](=O)[CH3:29].C(O[BH-](OC(=O)C)OC(=O)C)(=O)C.[Na+].C([O-])(O)=O.[Na+], predict the reaction product. (6) The product is: [OH:12][C:10]1[CH:11]=[C:2]([C:33]2[CH:34]=[C:35]([C:38]([F:41])([F:40])[F:39])[CH:36]=[CH:37][C:32]=2[O:31][CH3:30])[CH:3]=[C:4]2[C:9]=1[N:8]=[CH:7][NH:6][C:5]2=[O:29]. Given the reactants Br[C:2]1[CH:3]=[C:4]2[C:9](=[C:10]([O:12]COCC[Si](C)(C)C)[CH:11]=1)[N:8]=[CH:7][N:6](COCC[Si](C)(C)C)[C:5]2=[O:29].[CH3:30][O:31][C:32]1[CH:37]=[CH:36][C:35]([C:38]([F:41])([F:40])[F:39])=[CH:34][C:33]=1B(O)O.C1C2C(=CC=CC=2)CCC=1B(O)O.C(=O)([O-])[O-].[K+].[K+], predict the reaction product. (7) Given the reactants [Br:1][C:2]1[CH:3]=[C:4]([OH:8])[CH:5]=[CH:6][CH:7]=1.Cl[C:10]1[CH:15]=[CH:14][C:13]([C:16]([F:19])([F:18])[F:17])=[CH:12][N:11]=1.C([O-])([O-])=O.[K+].[K+].O, predict the reaction product. The product is: [Br:1][C:2]1[CH:3]=[C:4]([CH:5]=[CH:6][CH:7]=1)[O:8][C:10]1[CH:15]=[CH:14][C:13]([C:16]([F:19])([F:18])[F:17])=[CH:12][N:11]=1. (8) Given the reactants [H-].[Na+].[CH2:3]([O:6][C:7]1[CH:12]=[CH:11][C:10]([CH2:13]Cl)=[CH:9][CH:8]=1)[CH:4]=[CH2:5].[N:15]1([CH2:20][CH2:21][OH:22])[CH:19]=[CH:18][N:17]=[N:16]1.O, predict the reaction product. The product is: [CH2:3]([O:6][C:7]1[CH:12]=[CH:11][C:10]([CH2:13][O:22][CH2:21][CH2:20][N:15]2[CH:19]=[CH:18][N:17]=[N:16]2)=[CH:9][CH:8]=1)[CH:4]=[CH2:5]. (9) The product is: [Br:19][C:17]1[CH:18]=[C:13]([NH:1][C:2]2[CH:7]=[CH:6][N:5]=[C:4]([C:8]([OH:11])([CH3:9])[CH3:10])[N:3]=2)[C:14](=[O:21])[N:15]([CH3:20])[CH:16]=1. Given the reactants [NH2:1][C:2]1[CH:7]=[CH:6][N:5]=[C:4]([C:8]([OH:11])([CH3:10])[CH3:9])[N:3]=1.Br[C:13]1[C:14](=[O:21])[N:15]([CH3:20])[CH:16]=[C:17]([Br:19])[CH:18]=1.CC1(C)C2C(=C(P(C3C=CC=CC=3)C3C=CC=CC=3)C=CC=2)OC2C(P(C3C=CC=CC=3)C3C=CC=CC=3)=CC=CC1=2.C([O-])([O-])=O.[Cs+].[Cs+], predict the reaction product.